The task is: Regression. Given a peptide amino acid sequence and an MHC pseudo amino acid sequence, predict their binding affinity value. This is MHC class II binding data.. This data is from Peptide-MHC class II binding affinity with 134,281 pairs from IEDB. (1) The peptide sequence is YTVALFLAVALVAGP. The MHC is DRB5_0101 with pseudo-sequence DRB5_0101. The binding affinity (normalized) is 0.0708. (2) The peptide sequence is PWMQVPLEVKREACP. The MHC is DRB5_0101 with pseudo-sequence DRB5_0101. The binding affinity (normalized) is 0. (3) The peptide sequence is IASLFAAAGLAAAAP. The MHC is HLA-DPA10201-DPB10501 with pseudo-sequence HLA-DPA10201-DPB10501. The binding affinity (normalized) is 0.240.